This data is from Experimentally validated miRNA-target interactions with 360,000+ pairs, plus equal number of negative samples. The task is: Binary Classification. Given a miRNA mature sequence and a target amino acid sequence, predict their likelihood of interaction. (1) The miRNA is hsa-miR-4467 with sequence UGGCGGCGGUAGUUAUGGGCUU. The protein sequence of the target gene is MAEGETESPRPKKCGPYISSVTSQSVNVVIRGVVLFFIGVFLALVLNLLQIQRNVTLFPPDVITSIFSSAWWVPPCCGTASAVIGLLYPCIDRHLGEPHKFKREWSSVMRCVAVFVGINHASAKVDFDNNFQFSLTLAALSVGLWWTFDRSRSGFGLGVGIAFLATVVTQLLVYNGVYQYTSPDFLYVRSWLPCIFFAGGITMGNIGRQLAMYECKVIAEKSHQE. Result: 0 (no interaction). (2) The miRNA is mmu-miR-200b-3p with sequence UAAUACUGCCUGGUAAUGAUGA. The protein sequence of the target gene is MRLLERARKEWFMVGIVVAIGAAKLEPSVGVNGGPLKPEITVSYIAVATIFFNSGLSLKTEELTSALVHLRLHLFIQIFTLAFFPAAIWLFLQLLSVTSINEWLLKGLQTVGCMPPPVSSAVILTKAVGGNEAAAIFNSAFGSFLGIVVTPVLLLLFLGSSSSVPFTSIFSQLFMTVVVPLVIGQIVRRYIKDWLERKKPPFGVVSSSVLLMIIYTTFCDTFSNPNIDLDKFSLILILFIIVSVQLSFMLLTFIFSTRNNSGFTPADTVAIIFCSTHKSLTLGIPMLKIVFAGHEHLSLI.... Result: 0 (no interaction). (3) The protein sequence of the target gene is MLKTYRGKVVVSLAGATVTCLGFLLFLSQHQRIQADGMQNESEVGLRSLQSLGDSETDDGAQPEQNAKKGFSAYFSKLTRSRREADKPSEAPGAATDAPPAEDISADDIFIAVKTTKKFHRSRLDLLLDTWISRNMRQTYIFTDGEDEELKKKIGSHAINTNCSAAHSRQALSCKMAVEYDKFIESGKKWFCHVDDDNYVNTKTLVKLLSNYPHTQDMYIGKPSLDRPIEATERLGDNKMRPVNFWFATGGAGFCISRGLALKMSPWASGGHFMNTAEKIRLPDDCTIGYIIESVLGVSL.... The miRNA is hsa-miR-4455 with sequence AGGGUGUGUGUGUUUUU. Result: 0 (no interaction). (4) The miRNA is hsa-miR-548aj-3p with sequence UAAAAACUGCAAUUACUUUUA. The protein sequence of the target gene is MATEPKKAAAQNSPEDEGLLIVKIEEEEFIHGQDTCLQRSELLKQELCRQLFRQFCYQDSPGPREALSRLRELCCQWLKPEIHTKEQILELLVLEQFLTILPGDLQAWVHEHYPESGEEAVTILEDLERGTDEAVLQVQAHEHGQEIFQKKVSPPGPALNVKLQPVETKAHFDSSEPQLLWDCDNESENSRSMPKLEIFEKIESQRIISGRISGYISEASGESQDICKSAGRVKRQWEKESGESQRLSSAQDEGFGKILTHKNTVRGEIISHDGCERRLNLNSNEFTHQKSCKHGTCDQS.... Result: 0 (no interaction).